Dataset: Reaction yield outcomes from USPTO patents with 853,638 reactions. Task: Predict the reaction yield, written as a fraction of the theoretical maximum amount of product (1.0 means a 100% yield; for example, 0.34 means a 34% yield). (1) The reactants are [H-].[Na+].[O:3]=[C:4]([CH2:10][CH2:11][CH2:12][CH3:13])[CH2:5][C:6]([O:8][CH3:9])=[O:7].Cl[CH2:15][C:16]1[CH:17]=[CH:18][C:19]([C:22]2[CH:29]=[CH:28][CH:27]=[CH:26][C:23]=2[C:24]#[N:25])=[N:20][CH:21]=1.Cl. The catalyst is O1CCCC1.[I-].C([N+](CCCC)(CCCC)CCCC)CCC. The product is [C:24]([C:23]1[CH:26]=[CH:27][CH:28]=[CH:29][C:22]=1[C:19]1[N:20]=[CH:21][C:16]([CH2:15][CH:5]([C:4](=[O:3])[CH2:10][CH2:11][CH2:12][CH3:13])[C:6]([O:8][CH3:9])=[O:7])=[CH:17][CH:18]=1)#[N:25]. The yield is 0.120. (2) The yield is 0.920. The catalyst is C(O)C. The reactants are [BH4-].[Na+].[O:3]=[C:4]1[CH2:10][CH:9]2[N:11]([C:12]([O:14][C:15]([CH3:18])([CH3:17])[CH3:16])=[O:13])[CH:6]([CH2:7][CH2:8]2)[CH2:5]1. The product is [OH:3][CH:4]1[CH2:5][CH:6]2[N:11]([C:12]([O:14][C:15]([CH3:18])([CH3:17])[CH3:16])=[O:13])[CH:9]([CH2:8][CH2:7]2)[CH2:10]1. (3) The reactants are [Cl:1][C:2]1[CH:3]=[C:4]([N:10]2[CH:18]([CH:19]3[CH2:23][CH2:22][CH2:21][CH2:20]3)[CH:17]3[C:12]([C:13]4[CH:27]=[CH:26][C:25]([C:28]([OH:30])=[O:29])=[CH:24][C:14]=4[CH2:15][CH2:16]3)=[N:11]2)[CH:5]=[CH:6][C:7]=1[C:8]#[N:9].[CH3:31][C@@H:32](O)[CH2:33][CH3:34]. No catalyst specified. The product is [Cl:1][C:2]1[CH:3]=[C:4]([N:10]2[CH:18]([CH:19]3[CH2:20][CH2:21][CH2:22][CH2:23]3)[CH:17]3[C:12]([C:13]4[CH:27]=[CH:26][C:25]([C:28]([O:30][C@@H:32]([CH2:33][CH3:34])[CH3:31])=[O:29])=[CH:24][C:14]=4[CH2:15][CH2:16]3)=[N:11]2)[CH:5]=[CH:6][C:7]=1[C:8]#[N:9]. The yield is 0.680. (4) The reactants are N[C:2]1[CH:7]=[CH:6][C:5]([S:8]([OH:11])(=[O:10])=[O:9])=[C:4]([OH:12])[CH:3]=1.[F:13][C:14]1[C:21]([F:22])=[C:20]([C:23]([F:26])([F:25])[F:24])[C:19]([F:27])=[C:18]([F:28])[C:15]=1[CH2:16]Br.C[N:30](C=O)C. No catalyst specified. The product is [OH:12][C:4]1[CH:3]=[CH:2][C:7]([NH:30][CH2:16][C:15]2[C:14]([F:13])=[C:21]([F:22])[C:20]([C:23]([F:26])([F:25])[F:24])=[C:19]([F:27])[C:18]=2[F:28])=[CH:6][C:5]=1[S:8]([OH:11])(=[O:10])=[O:9]. The yield is 0.280.